This data is from Full USPTO retrosynthesis dataset with 1.9M reactions from patents (1976-2016). The task is: Predict the reactants needed to synthesize the given product. (1) Given the product [CH2:1]([O:3][C:4]1[CH:5]=[C:6]2[C:11](=[C:12]3[CH2:16][C:15]([CH3:18])([CH3:17])[O:14][C:13]=13)[C:10]([C:19]1[CH:24]=[CH:23][C:22]([CH2:25][C:26]([OH:28])=[O:27])=[C:21]([N:33]3[CH2:34][CH2:35][CH2:36][CH2:37]3)[CH:20]=1)=[N:9][C:8]([CH3:38])([CH3:39])[CH2:7]2)[CH3:2], predict the reactants needed to synthesize it. The reactants are: [CH2:1]([O:3][C:4]1[CH:5]=[C:6]2[C:11](=[C:12]3[CH2:16][C:15]([CH3:18])([CH3:17])[O:14][C:13]=13)[C:10]([C:19]1[CH:24]=[CH:23][C:22]([CH2:25][C:26]([O:28]CCCC)=[O:27])=[C:21]([N:33]3[CH2:37][CH2:36][CH2:35][CH2:34]3)[CH:20]=1)=[N:9][C:8]([CH3:39])([CH3:38])[CH2:7]2)[CH3:2].[OH-].[Na+].Cl. (2) Given the product [CH3:1][O:2][CH2:3][C@@H:4]([O:6][C:7]1[CH:8]=[C:9]([CH:14]=[C:15]([O:17][C:18]2[CH:19]=[CH:20][C:21]([S:24]([CH3:27])(=[O:25])=[O:26])=[CH:22][CH:23]=2)[CH:16]=1)[C:10]([OH:12])=[O:11])[CH3:5], predict the reactants needed to synthesize it. The reactants are: [CH3:1][O:2][CH2:3][C@@H:4]([O:6][C:7]1[CH:8]=[C:9]([CH:14]=[C:15]([O:17][C:18]2[CH:23]=[CH:22][C:21]([S:24]([CH3:27])(=[O:26])=[O:25])=[CH:20][CH:19]=2)[CH:16]=1)[C:10]([O:12]C)=[O:11])[CH3:5].[OH-].[Na+].C1COCC1.Cl.